This data is from Forward reaction prediction with 1.9M reactions from USPTO patents (1976-2016). The task is: Predict the product of the given reaction. (1) Given the reactants [CH:1]([C@H:14]1[CH2:19][C@H:18]([OH:20])[CH2:17][CH2:16][O:15]1)([C:8]1[CH:13]=[CH:12][CH:11]=[CH:10][CH:9]=1)[C:2]1[CH:7]=[CH:6][CH:5]=[CH:4][CH:3]=1.[CH3:21][S:22](Cl)(=[O:24])=[O:23], predict the reaction product. The product is: [CH:1]([C@H:14]1[CH2:19][C@@H:18]([O:20][S:22]([CH3:21])(=[O:24])=[O:23])[CH2:17][CH2:16][O:15]1)([C:8]1[CH:13]=[CH:12][CH:11]=[CH:10][CH:9]=1)[C:2]1[CH:3]=[CH:4][CH:5]=[CH:6][CH:7]=1. (2) Given the reactants C(C1CCCN([C:10]([NH:12][C:13]2[C:14]([CH3:30])=[CH:15][C:16]3[N:17]([CH:27]([CH3:29])[CH3:28])[C:18]4[C:23]([C:24]=3[C:25]=2[CH3:26])=[CH:22][CH:21]=[CH:20][CH:19]=4)=[O:11])C1)(=O)N.CN(C1C=CC=CN=1)C.[O:40]1[CH2:44][CH2:43][CH:42](C(O)=O)[CH2:41]1.CCN=C=NCCCN(C)C, predict the reaction product. The product is: [O:40]1[CH2:44][CH2:43][CH:42]([C:10]([NH:12][C:13]2[C:14]([CH3:30])=[CH:15][C:16]3[N:17]([CH:27]([CH3:28])[CH3:29])[C:18]4[C:23]([C:24]=3[C:25]=2[CH3:26])=[CH:22][CH:21]=[CH:20][CH:19]=4)=[O:11])[CH2:41]1. (3) Given the reactants Cl[C:2]1[C:22]([N+:23]([O-:25])=[O:24])=[CH:21][C:20]([Cl:26])=[CH:19][C:3]=1[C:4]([NH:6][C@H:7]([C:9]1[CH:18]=[CH:17][C:12]([C:13]([O:15][CH3:16])=[O:14])=[CH:11][CH:10]=1)[CH3:8])=[O:5].[Cl:27][C:28]1[CH:29]=[C:30]([CH:33]=[CH:34][CH:35]=1)[CH2:31][NH2:32], predict the reaction product. The product is: [Cl:26][C:20]1[CH:21]=[C:22]([N+:23]([O-:25])=[O:24])[C:2]([NH:32][CH2:31][C:30]2[CH:33]=[CH:34][CH:35]=[C:28]([Cl:27])[CH:29]=2)=[C:3]([CH:19]=1)[C:4]([NH:6][C@H:7]([C:9]1[CH:18]=[CH:17][C:12]([C:13]([O:15][CH3:16])=[O:14])=[CH:11][CH:10]=1)[CH3:8])=[O:5]. (4) Given the reactants [Na+:1].[Cl-:2].[Cl-].[K+:4].[OH:5][P:6]([O-:9])([OH:8])=[O:7].[K+].C(S)[C@@H](O)[C@H](O)CS, predict the reaction product. The product is: [OH:7][P:6]([O-:9])([OH:8])=[O:5].[OH:7][P:6]([O-:9])([O-:8])=[O:5].[Na+:1].[Na+:1].[Na+:1].[Cl-:2].[Cl-:2].[K+:4].[K+:4]. (5) Given the reactants [F:1][C:2]([F:16])([F:15])[CH:3]([NH2:14])[CH2:4][C:5]1[C:13]2[C:8](=[CH:9][CH:10]=[CH:11][CH:12]=2)[NH:7][CH:6]=1.[F:17][C:18]1[CH:23]=[C:22]([F:24])[CH:21]=[C:20]([F:25])[C:19]=1[S:26](Cl)(=[O:28])=[O:27], predict the reaction product. The product is: [F:17][C:18]1[CH:23]=[C:22]([F:24])[CH:21]=[C:20]([F:25])[C:19]=1[S:26]([NH:14][CH:3]([CH2:4][C:5]1[C:13]2[C:8](=[CH:9][CH:10]=[CH:11][CH:12]=2)[NH:7][CH:6]=1)[C:2]([F:1])([F:15])[F:16])(=[O:28])=[O:27]. (6) Given the reactants [C:1]([C:5]1[CH:13]=[CH:12][C:8]([C:9](O)=[O:10])=[C:7]([CH2:14][C:15]([OH:17])=O)[CH:6]=1)([CH3:4])([CH3:3])[CH3:2].[NH2:18]C(N)=O, predict the reaction product. The product is: [C:1]([C:5]1[CH:6]=[C:7]2[C:8](=[CH:12][CH:13]=1)[C:9](=[O:10])[NH:18][C:15](=[O:17])[CH2:14]2)([CH3:4])([CH3:3])[CH3:2].